Predict the product of the given reaction. From a dataset of Forward reaction prediction with 1.9M reactions from USPTO patents (1976-2016). (1) Given the reactants C([N:8]1[CH2:13][CH2:12][CH:11]([N:14]([CH2:22][C:23]2[N:28]=[CH:27][C:26]3[O:29][CH2:30][CH2:31][O:32][C:25]=3[CH:24]=2)[C:15](=[O:21])[O:16][C:17]([CH3:20])([CH3:19])[CH3:18])[CH2:10][CH2:9]1)C1C=CC=CC=1, predict the reaction product. The product is: [OH2:16].[O:32]1[C:25]2[CH:24]=[C:23]([CH2:22][N:14]([CH:11]3[CH2:12][CH2:13][NH:8][CH2:9][CH2:10]3)[C:15](=[O:21])[O:16][C:17]([CH3:20])([CH3:19])[CH3:18])[N:28]=[CH:27][C:26]=2[O:29][CH2:30][CH2:31]1. (2) The product is: [Cl:1][C:2]1[CH:3]=[C:4]2[C:5](=[CH:14][CH:15]=1)[N:6]=[C:7]([C:8]([O:10][CH2:11][CH3:12])=[O:9])[N:22]=[CH:16]2. Given the reactants [Cl:1][C:2]1[CH:15]=[CH:14][C:5]([NH:6][C:7](=O)[C:8]([O:10][CH2:11][CH3:12])=[O:9])=[C:4]([CH:16]=O)[CH:3]=1.C([O-])(=O)C.[NH4+:22], predict the reaction product. (3) Given the reactants I.[NH2:2][CH2:3][CH:4]1[CH2:9][CH2:8][CH2:7][CH:6]([N:10]2[C:19]3[C:14](=[CH:15][CH:16]=[N:17][CH:18]=3)[C:13]3=[N:20][O:21][C:22]([CH3:23])=[C:12]3[C:11]2=[O:24])[CH2:5]1.[C:25](O)(=[O:32])[C:26]1[CH:31]=[CH:30][CH:29]=[N:28][CH:27]=1.Cl.CN(C)CCCN=C=NCC.ON1C2N=CC=CC=2N=N1.C(N(CC)C(C)C)(C)C, predict the reaction product. The product is: [CH3:23][C:22]1[O:21][N:20]=[C:13]2[C:14]3[C:19](=[CH:18][N:17]=[CH:16][CH:15]=3)[N:10]([CH:6]3[CH2:7][CH2:8][CH2:9][CH:4]([CH2:3][NH:2][C:25](=[O:32])[C:26]4[CH:31]=[CH:30][CH:29]=[N:28][CH:27]=4)[CH2:5]3)[C:11](=[O:24])[C:12]=12. (4) Given the reactants CCN(CC)CC.Cl.[C:9]([O:13][C:14](=[O:17])[CH2:15][NH2:16])([CH3:12])([CH3:11])[CH3:10].[Cl:18][C:19]1[C:28]2[C:23](=[CH:24][CH:25]=[C:26]([S:29](Cl)(=[O:31])=[O:30])[CH:27]=2)[C:22]([Cl:33])=[CH:21][N:20]=1, predict the reaction product. The product is: [C:9]([O:13][C:14](=[O:17])[CH2:15][NH:16][S:29]([C:26]1[CH:27]=[C:28]2[C:23]([C:22]([Cl:33])=[CH:21][N:20]=[C:19]2[Cl:18])=[CH:24][CH:25]=1)(=[O:31])=[O:30])([CH3:12])([CH3:11])[CH3:10]. (5) Given the reactants [CH3:1][C:2]1[CH:3]=[CH:4][C:5]([C:8]2[N:12]([C:13]3[CH:14]=[CH:15][C:16]([S:19]([NH2:22])(=[O:21])=[O:20])=[CH:17][CH:18]=3)[N:11]=[C:10]([C:23]([F:26])([F:25])[F:24])[CH:9]=2)=[CH:6][CH:7]=1.[C:27](O[C:27](=[O:30])[CH2:28][CH3:29])(=[O:30])[CH2:28][CH3:29].C(N(CC)CC)C, predict the reaction product. The product is: [CH3:1][C:2]1[CH:7]=[CH:6][C:5]([C:8]2[N:12]([C:13]3[CH:14]=[CH:15][C:16]([S:19]([NH:22][C:27](=[O:30])[CH2:28][CH3:29])(=[O:21])=[O:20])=[CH:17][CH:18]=3)[N:11]=[C:10]([C:23]([F:24])([F:26])[F:25])[CH:9]=2)=[CH:4][CH:3]=1. (6) Given the reactants [Cl:1][C:2]1[CH:7]=[C:6]([Cl:8])[CH:5]=[CH:4][C:3]=1[C:9]1[N:10]=[C:11]([CH2:16][O:17][C:18]2[CH:23]=[CH:22][C:21]([C:24]3[CH:29]=[CH:28][CH:27]=[C:26]([OH:30])[CH:25]=3)=[CH:20][CH:19]=2)[N:12]([CH2:14][CH3:15])[CH:13]=1.[CH3:31][O:32][C:33](=[O:45])[C:34]1[CH:39]=[C:38](F)[CH:37]=[CH:36][C:35]=1[C:41]([F:44])([F:43])[F:42], predict the reaction product. The product is: [CH3:31][O:32][C:33](=[O:45])[C:34]1[CH:39]=[C:38]([O:30][C:26]2[CH:25]=[C:24]([C:21]3[CH:22]=[CH:23][C:18]([O:17][CH2:16][C:11]4[N:12]([CH2:14][CH3:15])[CH:13]=[C:9]([C:3]5[CH:4]=[CH:5][C:6]([Cl:8])=[CH:7][C:2]=5[Cl:1])[N:10]=4)=[CH:19][CH:20]=3)[CH:29]=[CH:28][CH:27]=2)[CH:37]=[CH:36][C:35]=1[C:41]([F:42])([F:44])[F:43]. (7) Given the reactants [Cl:1][C:2]1[C:16]([Cl:17])=[CH:15][C:5]2[NH:6][C:7]([C:9](=[O:14])[C:10]([F:13])([F:12])[F:11])=[N:8][C:4]=2[CH:3]=1.[CH2:18](Br)[CH:19]=[CH2:20].[In].Cl, predict the reaction product. The product is: [Cl:17][C:16]1[C:2]([Cl:1])=[CH:3][C:4]2[NH:8][C:7]([C:9]([OH:14])([CH2:20][CH:19]=[CH2:18])[C:10]([F:13])([F:11])[F:12])=[N:6][C:5]=2[CH:15]=1.